From a dataset of Reaction yield outcomes from USPTO patents with 853,638 reactions. Predict the reaction yield, written as a fraction of the theoretical maximum amount of product (1.0 means a 100% yield; for example, 0.34 means a 34% yield). (1) The reactants are Br[CH:2]([C:5]1[CH:10]=[CH:9][CH:8]=[CH:7][CH:6]=1)[C:3]#[N:4].[C:11]([NH:14][C:15]([NH2:17])=[S:16])(=[O:13])[CH3:12]. The catalyst is C(O)C. The product is [C:11]([NH:14][C:15]1[S:16][C:2]([C:5]2[CH:10]=[CH:9][CH:8]=[CH:7][CH:6]=2)=[C:3]([NH2:4])[N:17]=1)(=[O:13])[CH3:12]. The yield is 0.230. (2) The catalyst is C(O)(C(F)(F)F)=O.C(Cl)Cl. The product is [Cl:1][C:2]1[N:7]=[N:6][C:5]([CH:8]([F:21])[C:9]([O:11][CH2:12][CH3:13])=[O:10])=[CH:4][CH:3]=1. The yield is 0.890. The reactants are [Cl:1][C:2]1[N:7]=[N:6][C:5]([C:8]([F:21])(C(OCC)=O)[C:9]([O:11][C:12](C)(C)[CH3:13])=[O:10])=[CH:4][CH:3]=1. (3) The product is [OH:84][C@@H:85]1[C@@:110]2([CH3:111])[C:89](=[CH:90][CH:91]=[C:92]3[C@@H:109]2[CH2:108][CH2:107][C@@:106]2([CH3:112])[C@H:93]3[CH2:94][CH:95]=[C:96]2[C@@H:97]([O:99][CH2:100][C@@H:101]([OH:105])[CH:102]([CH3:104])[CH3:103])[CH3:98])[CH2:88][C@@H:87]([OH:113])[CH2:86]1. The yield is 0.360. The catalyst is C1(C)C=CC=CC=1.C(OCC)C.O1CCCC1.C(OCC)(=O)C. The reactants are [Si](O[C@@H]1[C@@]2(C)C(=CC=C3[C@@H]2CC[C@@]2(C)[C@H]3CC=C2[C@@H](O)C)C[C@@H](O[Si](C(C)(C)C)(C)C)C1)(C(C)(C)C)(C)C.CC(C)([O-])C.[K+].C1OCCOC2C(=CC=CC=2)OCCOCCOC2C(=CC=CC=2)OC1.O1[C@@H](C(C)C)C1.[Si]([O:84][C@@H:85]1[C@@:110]2([CH3:111])[C:89](=[CH:90][CH:91]=[C:92]3[C@@H:109]2[CH2:108][CH2:107][C@@:106]2([CH3:112])[C@H:93]3[CH2:94][CH:95]=[C:96]2[C@@H:97]([O:99][CH2:100][C@@H:101]([OH:105])[CH:102]([CH3:104])[CH3:103])[CH3:98])[CH2:88][C@@H:87]([O:113][Si](C(C)(C)C)(C)C)[CH2:86]1)(C(C)(C)C)(C)C.[F-].C([N+](CCCC)(CCCC)CCCC)CCC. (4) The product is [C:42]([CH2:41][CH2:40][C:10]1[C:11]([CH2:15][CH2:16][CH2:17][CH2:18][CH2:19][CH2:20][O:21][C:22]2[CH:27]=[C:26]([C:28]3[CH:29]=[CH:30][N:31]=[CH:32][CH:33]=3)[CH:25]=[C:24]([C:34]3[CH:35]=[CH:36][N:37]=[CH:38][CH:39]=3)[CH:23]=2)=[CH:12][CH:13]=[CH:14][C:9]=1[O:8][CH2:7][CH2:6][CH2:5][C:4]([OH:47])=[O:3])([OH:44])=[O:43]. The reactants are C([O:3][C:4](=[O:47])[CH2:5][CH2:6][CH2:7][O:8][C:9]1[CH:14]=[CH:13][CH:12]=[C:11]([CH2:15][CH2:16][CH2:17][CH2:18][CH2:19][CH2:20][O:21][C:22]2[CH:27]=[C:26]([C:28]3[CH:33]=[CH:32][N:31]=[CH:30][CH:29]=3)[CH:25]=[C:24]([C:34]3[CH:39]=[CH:38][N:37]=[CH:36][CH:35]=3)[CH:23]=2)[C:10]=1[CH2:40][CH2:41][C:42]([O:44]CC)=[O:43])C.[OH-].[Na+]. The yield is 0.990. The catalyst is C(O)C. (5) The reactants are [CH3:1][O:2][C:3]1[CH:4]=[C:5]([CH2:11][CH2:12][C:13]([OH:15])=O)[CH:6]=[C:7]([O:9][CH3:10])[CH:8]=1.[OH-].[Na+]. The catalyst is CS(O)(=O)=O. The product is [CH3:10][O:9][C:7]1[CH:6]=[C:5]2[C:4](=[C:3]([O:2][CH3:1])[CH:8]=1)[C:13](=[O:15])[CH2:12][CH2:11]2. The yield is 0.962. (6) The reactants are [Cl:1][C:2]1[N:7]=[C:6](Cl)[C:5]([F:9])=[CH:4][N:3]=1.[OH-:10].[Na+].Cl. The catalyst is C1COCC1. The product is [Cl:1][C:2]1[NH:7][C:6](=[O:10])[C:5]([F:9])=[CH:4][N:3]=1. The yield is 0.560. (7) The reactants are Cl[C:2](Cl)([O:4][C:5](=[O:11])OC(Cl)(Cl)Cl)Cl.[NH2:13][C:14]1[CH:19]=[CH:18][C:17]([C:20]#[C:21][C:22]#[N:23])=[CH:16][CH:15]=1.[CH2:24](N(CC)CC)[CH3:25].C(O)C#C. The yield is 0.930. The product is [C:22]([C:21]#[C:20][C:17]1[CH:16]=[CH:15][C:14]([NH:13][C:5](=[O:11])[O:4][CH2:2][C:24]#[CH:25])=[CH:19][CH:18]=1)#[N:23]. The catalyst is C(Cl)Cl. (8) The reactants are Br[C:2]1[CH:3]=[C:4]([Cl:15])[C:5]2[O:14][C:13]3[CH2:12][CH2:11][NH:10][CH2:9][C:8]=3[C:6]=2[CH:7]=1.C(=O)([O-])[O-].[K+].[K+].[C:30](O[C:30]([O:32][C:33]([CH3:36])([CH3:35])[CH3:34])=[O:31])([O:32][C:33]([CH3:36])([CH3:35])[CH3:34])=[O:31]. The catalyst is CC(O)C.O. The product is [CH2:8]([C:2]1[CH:3]=[C:4]([Cl:15])[C:5]2[O:14][C:13]3[CH2:12][CH2:11][N:10]([C:30]([O:32][C:33]([CH3:34])([CH3:35])[CH3:36])=[O:31])[CH2:9][C:8]=3[C:6]=2[CH:7]=1)[C:6]1[CH:7]=[CH:2][CH:3]=[CH:4][CH:5]=1. The yield is 0.750.